Dataset: Full USPTO retrosynthesis dataset with 1.9M reactions from patents (1976-2016). Task: Predict the reactants needed to synthesize the given product. (1) Given the product [NH3:8].[C:24]1([C@@H:22]([OH:23])[CH2:21][CH:9]2[CH2:10][NH:11][CH2:12][CH2:13][NH:8]2)[CH:29]=[CH:28][CH:27]=[CH:26][CH:25]=1, predict the reactants needed to synthesize it. The reactants are: C([N:8]1[CH2:13][CH2:12][N:11](CC2C=CC=CC=2)[CH2:10][CH:9]1[CH2:21][C@@H:22]([C:24]1[CH:29]=[CH:28][CH:27]=[CH:26][CH:25]=1)[OH:23])C1C=CC=CC=1.C([O-])=O.[NH4+]. (2) The reactants are: C(O)(C(F)(F)F)=O.C([O:12][C:13](=[O:50])[CH2:14][CH2:15][NH:16][C:17]([C:19]1[N:20]([C:38]2[CH:43]=[CH:42][C:41]([O:44][CH:45]3[CH2:49][CH2:48][CH2:47][CH2:46]3)=[CH:40][CH:39]=2)[C:21]2[C:26]([CH:27]=1)=[CH:25][C:24]([C:28]1[CH:33]=[CH:32][C:31]([C:34]([CH3:37])([CH3:36])[CH3:35])=[CH:30][CH:29]=1)=[CH:23][CH:22]=2)=[O:18])(C)(C)C. Given the product [C:34]([C:31]1[CH:30]=[CH:29][C:28]([C:24]2[CH:25]=[C:26]3[C:21](=[CH:22][CH:23]=2)[N:20]([C:38]2[CH:43]=[CH:42][C:41]([O:44][CH:45]4[CH2:49][CH2:48][CH2:47][CH2:46]4)=[CH:40][CH:39]=2)[C:19]([C:17]([NH:16][CH2:15][CH2:14][C:13]([OH:50])=[O:12])=[O:18])=[CH:27]3)=[CH:33][CH:32]=1)([CH3:37])([CH3:35])[CH3:36], predict the reactants needed to synthesize it. (3) Given the product [CH3:24][NH:23][C:20]1[CH:19]=[CH:18][C:17]([S:16][S:15][C:12]2[CH:13]=[CH:14][C:9]([NH:2][CH3:1])=[CH:10][CH:11]=2)=[CH:22][CH:21]=1, predict the reactants needed to synthesize it. The reactants are: [CH3:1][N:2]([C:9]1[CH:14]=[CH:13][C:12]([S:15][S:16][C:17]2[CH:22]=[CH:21][C:20]([N:23](C)[C:24](=O)C(F)(F)F)=[CH:19][CH:18]=2)=[CH:11][CH:10]=1)C(=O)C(F)(F)F.C(=O)([O-])[O-].[K+].[K+].[H-].[Na+]. (4) Given the product [C:1]([OH:9])(=[O:8])[C:2]1[CH:7]=[CH:6][CH:5]=[CH:4][CH:3]=1, predict the reactants needed to synthesize it. The reactants are: [C:1]([O-:9])(=[O:8])[C:2]1[CH:7]=[CH:6][CH:5]=[CH:4][CH:3]=1.[Li+].[OH-].Cl. (5) Given the product [C:1]([O:5][C:6]([NH:8][C@@H:9]1[CH2:13][CH2:12][N:11]([C:14]2[CH:19]=[CH:18][C:17]([N:20]3[CH2:24][C@H:23]([CH2:25][N:26]4[CH:32]=[CH:31][N:28]=[N:27]4)[O:22][C:21]3=[O:29])=[CH:16][C:15]=2[F:30])[CH2:10]1)=[O:7])([CH3:4])([CH3:2])[CH3:3], predict the reactants needed to synthesize it. The reactants are: [C:1]([O:5][C:6]([NH:8][C@@H:9]1[CH2:13][CH2:12][N:11]([C:14]2[CH:19]=[CH:18][C:17]([N:20]3[CH2:24][C@H:23]([CH2:25][N:26]=[N+:27]=[N-:28])[O:22][C:21]3=[O:29])=[CH:16][C:15]=2[F:30])[CH2:10]1)=[O:7])([CH3:4])([CH3:3])[CH3:2].[C:31]12CC(CC1)=C[CH:32]=2.